This data is from Forward reaction prediction with 1.9M reactions from USPTO patents (1976-2016). The task is: Predict the product of the given reaction. (1) Given the reactants N(C(OCC)=O)=NC(OCC)=O.[C:13]([O:17][C:18]([N:20]1[CH2:24][CH2:23][C@@H:22]([OH:25])[CH2:21]1)=[O:19])([CH3:16])([CH3:15])[CH3:14].O[N:27]1[C:35](=[O:36])[C:34]2[C:29](=[CH:30][CH:31]=[CH:32][CH:33]=2)[C:28]1=[O:37].C1(P(C2C=CC=CC=2)C2C=CC=CC=2)C=CC=CC=1, predict the reaction product. The product is: [O:37]=[C:28]1[C:29]2[C:34](=[CH:33][CH:32]=[CH:31][CH:30]=2)[C:35](=[O:36])[N:27]1[O:25][C@H:22]1[CH2:23][CH2:24][N:20]([C:18]([O:17][C:13]([CH3:16])([CH3:14])[CH3:15])=[O:19])[CH2:21]1. (2) Given the reactants [CH2:1]([O:3][C:4]1[CH:5]=[C:6]([CH:18]=[CH:19][C:20]=1[O:21][CH2:22][O:23][CH3:24])[CH2:7]C(=CN1CCOCC1)C#N)[CH3:2].Cl.NC1C=CC=CC=1.Cl.NC(N)=N.CC[O-:40].[Na+].[Na+].[Cl-], predict the reaction product. The product is: [CH2:1]([O:3][C:4]1[CH:5]=[C:6]([CH:18]=[CH:19][C:20]=1[O:21][CH2:22][O:23][CH3:24])[CH:7]=[O:40])[CH3:2]. (3) Given the reactants I[C:2]1[N:3]=[CH:4][N:5]2[CH:9]=[CH:8][S:7][C:6]=12.C([Mg]Br)C.C1COCC1.[N:19]1[CH:24]=[CH:23][CH:22]=[CH:21][C:20]=1[S:25](=O)([S:25][C:20]1[CH:21]=[CH:22][CH:23]=[CH:24][N:19]=1)=O.[Cl-].[NH4+], predict the reaction product. The product is: [N:19]1[CH:24]=[CH:23][CH:22]=[CH:21][C:20]=1[S:25][C:2]1[N:3]=[CH:4][N:5]2[CH:9]=[CH:8][S:7][C:6]=12. (4) Given the reactants [NH2:1][N:2]1[C:11](=[O:12])[C:10]2[C:5](=[CH:6][CH:7]=[CH:8][CH:9]=2)[N:4]=[C:3]1SC.[N:15]1[C:24]2[C:19](=[CH:20][CH:21]=[CH:22][CH:23]=2)[CH:18]=[CH:17][C:16]=1[N:25]1[CH2:30][CH2:29][N:28]([CH2:31][CH2:32][CH2:33][NH2:34])[CH2:27][CH2:26]1, predict the reaction product. The product is: [NH2:1][N:2]1[C:11](=[O:12])[C:10]2[C:5](=[CH:6][CH:7]=[CH:8][CH:9]=2)[N:4]=[C:3]1[NH:34][CH2:33][CH2:32][CH2:31][N:28]1[CH2:29][CH2:30][N:25]([C:16]2[CH:17]=[CH:18][C:19]3[C:24](=[CH:23][CH:22]=[CH:21][CH:20]=3)[N:15]=2)[CH2:26][CH2:27]1. (5) Given the reactants [Br:1][C:2]1[CH:10]=[C:9]2[C:5]([CH2:6][C:7](=[O:11])[NH:8]2)=[CH:4][CH:3]=1.[Cl:12][S:13](O)(=[O:15])=[O:14], predict the reaction product. The product is: [Br:1][C:2]1[CH:10]=[C:9]2[C:5]([CH2:6][C:7](=[O:11])[NH:8]2)=[CH:4][C:3]=1[S:13]([Cl:12])(=[O:15])=[O:14]. (6) Given the reactants [CH2:1]([N:5]1[CH:9]=[CH:8][N:7]=[N:6]1)[CH2:2][CH:3]=[CH2:4].B1C2CCCC1CCC2.Br[C:20]1[CH:25]=[CH:24][C:23]([S:26]([CH2:29][C:30]2[N:31]=[C:32]([CH:35]=[CH:36][C:37]3[CH:42]=[CH:41][C:40]([S:43]([C:45]([F:48])([F:47])[F:46])=[O:44])=[CH:39][CH:38]=3)[O:33][CH:34]=2)(=[O:28])=[O:27])=[CH:22][CH:21]=1.C(=O)([O-])[O-].[Cs+].[Cs+], predict the reaction product. The product is: [F:48][C:45]([F:46])([F:47])[S:43]([C:40]1[CH:39]=[CH:38][C:37]([CH:36]=[CH:35][C:32]2[O:33][CH:34]=[C:30]([CH2:29][S:26]([C:23]3[CH:22]=[CH:21][C:20]([CH2:4][CH2:3][CH2:2][CH2:1][N:5]4[CH:9]=[CH:8][N:7]=[N:6]4)=[CH:25][CH:24]=3)(=[O:27])=[O:28])[N:31]=2)=[CH:42][CH:41]=1)=[O:44].